This data is from hERG potassium channel inhibition data for cardiac toxicity prediction from Karim et al.. The task is: Regression/Classification. Given a drug SMILES string, predict its toxicity properties. Task type varies by dataset: regression for continuous values (e.g., LD50, hERG inhibition percentage) or binary classification for toxic/non-toxic outcomes (e.g., AMES mutagenicity, cardiotoxicity, hepatotoxicity). Dataset: herg_karim. (1) The compound is CCCCCCCN1CCC(Cc2ccccc2)CC1. The result is 1 (blocker). (2) The compound is CN(C)C1CCN(c2nc3ccccc3n2Cc2ccc(F)cc2)CC1. The result is 1 (blocker). (3) The drug is C[C@@H]1NC(c2nccc(C#N)n2)=N[C@@]1(c1ccc(F)cc1)c1ccc(F)nc1. The result is 0 (non-blocker). (4) The molecule is N[C@H]1C[C@@H](N2Cc3cnc(C4CC4)nc3C2)CO[C@@H]1c1cc(F)c(F)cc1F. The result is 0 (non-blocker). (5) The molecule is COc1cccc(-c2c(C(=O)N3CCCCC3CO)cc3ccccn23)c1. The result is 0 (non-blocker). (6) The compound is Cc1cc(F)ccc1-c1c(Oc2ccc(/C=C/C(=O)O)cc2)c2ccc(O)cc2oc1=O. The result is 0 (non-blocker). (7) The molecule is CN1CCC(COCc2cc(C(F)(F)F)cc(C3CC3(C)C)n2)(c2ccc(F)cc2)CC1. The result is 1 (blocker). (8) The result is 1 (blocker). The compound is Cc1cc(C(F)(F)F)ccc1[C@@]12C[C@@H]1CN(CCCSc1nnc(-c3ocnc3C)n1C)C2.